Dataset: Forward reaction prediction with 1.9M reactions from USPTO patents (1976-2016). Task: Predict the product of the given reaction. Given the reactants C(O[C:4]1[CH:9]=[CH:8][N:7]=[CH:6][C:5]=1[N+:10]([O-:12])=[O:11])C.C(OCC)(=O)C.[CH3:19][NH2:20], predict the reaction product. The product is: [CH3:19][NH:20][C:4]1[CH:9]=[CH:8][N:7]=[CH:6][C:5]=1[N+:10]([O-:12])=[O:11].